From a dataset of CYP3A4 inhibition data for predicting drug metabolism from PubChem BioAssay. Regression/Classification. Given a drug SMILES string, predict its absorption, distribution, metabolism, or excretion properties. Task type varies by dataset: regression for continuous measurements (e.g., permeability, clearance, half-life) or binary classification for categorical outcomes (e.g., BBB penetration, CYP inhibition). Dataset: cyp3a4_veith. (1) The result is 0 (non-inhibitor). The drug is COc1ccc(NC(=O)C2(c3ccc(NC(=O)c4ccc(OC(C)=O)cc4)cc3)CCCC2)cc1. (2) The compound is CC(C)=CCNc1ncnc2nc[nH]c12. The result is 0 (non-inhibitor). (3) The drug is O=C1NCCc2c1[nH]c1ccccc21. The result is 0 (non-inhibitor).